This data is from Full USPTO retrosynthesis dataset with 1.9M reactions from patents (1976-2016). The task is: Predict the reactants needed to synthesize the given product. Given the product [C:1]([C:3]1[CH:8]=[C:7]([O:9][CH2:10][CH:11]2[CH2:16][CH2:15][N:14]([CH2:17][C:18]([F:21])([CH3:20])[CH3:19])[CH2:13][CH2:12]2)[CH:6]=[CH:5][C:4]=1[C:22]1[C:50]([C:51]([N:32]2[CH2:39][CH2:38][CH2:37][C@H:33]2[C:34]([NH2:36])=[O:35])=[O:49])=[C:24]([F:31])[CH:25]=[CH:26][CH:27]=1)#[N:2], predict the reactants needed to synthesize it. The reactants are: [C:1]([C:3]1[CH:8]=[C:7]([O:9][CH2:10][CH:11]2[CH2:16][CH2:15][N:14]([CH2:17][C:18]([F:21])([CH3:20])[CH3:19])[CH2:13][CH2:12]2)[CH:6]=[CH:5][C:4]=1[C:22]1[CH:27]=[CH:26][C:25](C(O)=O)=[C:24]([F:31])C=1)#[N:2].[NH:32]1[CH2:39][CH2:38][CH2:37][C@H:33]1[C:34]([NH2:36])=[O:35].C1C=CC2N([OH:49])N=NC=2C=1.[CH2:50](Cl)[CH2:51]Cl.CCN(C(C)C)C(C)C.